This data is from Full USPTO retrosynthesis dataset with 1.9M reactions from patents (1976-2016). The task is: Predict the reactants needed to synthesize the given product. (1) Given the product [F:1][C:2]1[C:7]([F:8])=[CH:6][CH:5]=[CH:4][C:3]=1[C@@H:9]1[CH2:19][CH:18]=[CH:17][C:12]2=[N:13][CH:14]=[CH:15][CH:16]=[C:11]2[CH2:10]1, predict the reactants needed to synthesize it. The reactants are: [F:1][C:2]1[C:7]([F:8])=[CH:6][CH:5]=[CH:4][C:3]=1[C@@H:9]1[CH2:19][CH2:18][C@@H:17](O)[C:12]2=[N:13][CH:14]=[CH:15][CH:16]=[C:11]2[CH2:10]1.[OH-].COC(NS([N+](CC)(CC)CC)(=O)=O)=O. (2) Given the product [CH:21]1([C:2]2[CH:20]=[CH:19][C:5]3[N:6]([C:13]4[CH:18]=[CH:17][CH:16]=[CH:15][CH:14]=4)[CH2:7][CH2:8][O:9][CH:10]([CH3:12])[CH2:11][C:4]=3[CH:3]=2)[CH2:23][CH2:22]1, predict the reactants needed to synthesize it. The reactants are: Br[C:2]1[CH:20]=[CH:19][C:5]2[N:6]([C:13]3[CH:18]=[CH:17][CH:16]=[CH:15][CH:14]=3)[CH2:7][CH2:8][O:9][CH:10]([CH3:12])[CH2:11][C:4]=2[CH:3]=1.[CH:21]1(B(O)O)[CH2:23][CH2:22]1.P([O-])([O-])([O-])=O.[K+].[K+].[K+].C1(P(C2CCCCC2)C2CCCCC2)CCCCC1. (3) Given the product [CH3:1][O:2][C:3](=[O:25])[CH2:4][CH2:5][C:6]1[CH:11]=[CH:10][C:9]([C@H:35]2[CH2:36][CH2:37][C:33](=[O:38])[CH2:34]2)=[CH:8][C:7]=1[C:21]([F:22])([F:23])[F:24], predict the reactants needed to synthesize it. The reactants are: [CH3:1][O:2][C:3](=[O:25])[CH2:4][CH2:5][C:6]1[CH:11]=[CH:10][C:9](B2OC(C)(C)C(C)(C)O2)=[CH:8][C:7]=1[C:21]([F:24])([F:23])[F:22].C(N(CC)CC)C.[C:33]1(=[O:38])[CH2:37][CH2:36][CH:35]=[CH:34]1. (4) Given the product [C:1]([C:5]1[N:10]=[C:9]([O:11][CH2:12][CH3:13])[C:8]([C:14]2[N:15]([C:35]([N:38]3[CH2:44][CH2:43][C:42](=[O:45])[NH:41][CH2:40][CH2:39]3)=[O:36])[C@@:16]([C:28]3[CH:29]=[CH:30][C:31]([Cl:34])=[CH:32][CH:33]=3)([CH3:27])[C@@:17]([C:20]3[CH:25]=[CH:24][C:23]([Cl:26])=[CH:22][CH:21]=3)([CH3:19])[N:18]=2)=[CH:7][N:6]=1)([CH3:2])([CH3:4])[CH3:3], predict the reactants needed to synthesize it. The reactants are: [C:1]([C:5]1[N:10]=[C:9]([O:11][CH2:12][CH3:13])[C:8]([C:14]2[N:15]([C:35](Cl)=[O:36])[C@@:16]([C:28]3[CH:33]=[CH:32][C:31]([Cl:34])=[CH:30][CH:29]=3)([CH3:27])[C@@:17]([C:20]3[CH:25]=[CH:24][C:23]([Cl:26])=[CH:22][CH:21]=3)([CH3:19])[N:18]=2)=[CH:7][N:6]=1)([CH3:4])([CH3:3])[CH3:2].[NH:38]1[CH2:44][CH2:43][C:42](=[O:45])[NH:41][CH2:40][CH2:39]1.